From a dataset of Forward reaction prediction with 1.9M reactions from USPTO patents (1976-2016). Predict the product of the given reaction. (1) Given the reactants [CH3:1][C:2]1(C)OC(=O)[CH:5]([CH:9]([C:22]2[CH:27]=[CH:26][C:25]([CH3:28])=[CH:24][CH:23]=2)[C:10]2[C:18]3[C:13](=[C:14]([CH2:19][S:20][CH3:21])[CH:15]=[CH:16][CH:17]=3)[NH:12][CH:11]=2)[C:4](=[O:29])[O:3]1, predict the reaction product. The product is: [CH3:28][C:25]1[CH:26]=[CH:27][C:22]([CH:9]([C:10]2[C:18]3[C:13](=[C:14]([CH2:19][S:20][CH3:21])[CH:15]=[CH:16][CH:17]=3)[NH:12][CH:11]=2)[CH2:5][C:4]([O:3][CH2:2][CH3:1])=[O:29])=[CH:23][CH:24]=1. (2) Given the reactants [CH:1]1([CH2:7][O:8][C:9]2[N:14]=[CH:13][CH:12]=[CH:11][N:10]=2)[CH2:6][CH2:5][CH2:4][CH2:3][CH2:2]1.CN([CH:18]=[O:19])C, predict the reaction product. The product is: [CH:1]1([CH2:7][O:8][C:9]2[N:10]=[C:11]([CH:18]=[O:19])[CH:12]=[CH:13][N:14]=2)[CH2:2][CH2:3][CH2:4][CH2:5][CH2:6]1. (3) Given the reactants [C:1]([CH2:3][C:4]([O:6][CH2:7][CH3:8])=[O:5])#[N:2].Br.Br[CH:11]1[CH2:20][CH2:19][C:18]2[CH:17]=[N:16][CH:15]=[CH:14][C:13]=2[C:12]1=[O:21].CCN(C(C)C)C(C)C, predict the reaction product. The product is: [CH2:7]([O:6][C:4](=[O:5])[CH:3]([C:1]#[N:2])[CH:11]1[CH2:20][CH2:19][C:18]2[CH:17]=[N:16][CH:15]=[CH:14][C:13]=2[C:12]1=[O:21])[CH3:8]. (4) The product is: [O:45]=[C:39]1[CH:38]([N:32]2[CH2:31][C:30]3[C:34](=[CH:35][CH:36]=[C:28]([CH2:27][NH:26][C:3](=[O:5])[C:2]([F:1])([F:19])[C:6]4[CH:11]=[CH:10][CH:9]=[C:8]([O:12][CH2:13][CH2:14][S:15]([CH3:18])(=[O:17])=[O:16])[CH:7]=4)[CH:29]=3)[C:33]2=[O:37])[CH2:43][CH2:42][C:41](=[O:44])[NH:40]1. Given the reactants [F:1][C:2]([F:19])([C:6]1[CH:11]=[CH:10][CH:9]=[C:8]([O:12][CH2:13][CH2:14][S:15]([CH3:18])(=[O:17])=[O:16])[CH:7]=1)[C:3]([OH:5])=O.P(Cl)(Cl)(Cl)=O.Cl.[NH2:26][CH2:27][C:28]1[CH:29]=[C:30]2[C:34](=[CH:35][CH:36]=1)[C:33](=[O:37])[N:32]([CH:38]1[CH2:43][CH2:42][C:41](=[O:44])[NH:40][C:39]1=[O:45])[CH2:31]2.C(=O)(O)[O-].[Na+], predict the reaction product. (5) The product is: [F:36][C:34]([F:35])([F:37])[C:31]1[CH:32]=[CH:33][C:28]([O:27][C:24]2[CH:25]=[CH:26][C:21]([O:20][C:18]([N:14]3[CH2:15][CH2:16][CH:11]([N:2]([CH3:1])[CH2:3][CH2:4][C:5]4[CH:10]=[CH:9][CH:8]=[CH:7][N:6]=4)[CH2:12][CH2:13]3)=[O:19])=[CH:22][CH:23]=2)=[N:29][CH:30]=1. Given the reactants [CH3:1][N:2]([CH:11]1[CH2:16][CH2:15][NH:14][CH2:13][CH2:12]1)[CH2:3][CH2:4][C:5]1[CH:10]=[CH:9][CH:8]=[CH:7][N:6]=1.Cl[C:18]([O:20][C:21]1[CH:26]=[CH:25][C:24]([O:27][C:28]2[CH:33]=[CH:32][C:31]([C:34]([F:37])([F:36])[F:35])=[CH:30][N:29]=2)=[CH:23][CH:22]=1)=[O:19].C(NC(C)C)(C)C, predict the reaction product.